Predict the product of the given reaction. From a dataset of Forward reaction prediction with 1.9M reactions from USPTO patents (1976-2016). (1) Given the reactants [Cl:1][CH2:2][C:3]([C:5]1[CH:11]=[CH:10][C:8](O)=[CH:7][C:6]=1[OH:12])=O.[C:13]1([CH:20]=[CH:19][CH:18]=[C:16](O)[CH:15]=1)O, predict the reaction product. The product is: [Cl:1][CH2:2][CH:3]1[C:20]2[CH:19]=[CH:18][CH:16]=[CH:15][C:13]=2[O:12][C:6]2[C:5]1=[CH:11][CH:10]=[CH:8][CH:7]=2. (2) Given the reactants Cl[C:2]1[CH:7]=[CH:6][C:5]([N+:8]([O-:10])=[O:9])=[CH:4][C:3]=1[O:11][CH2:12][CH2:13][O:14][CH3:15].[CH3:16][N:17]1[CH2:22][CH2:21][NH:20][CH2:19][CH2:18]1.C([O-])(O)=O.[Na+], predict the reaction product. The product is: [CH3:15][O:14][CH2:13][CH2:12][O:11][C:3]1[CH:4]=[C:5]([N+:8]([O-:10])=[O:9])[CH:6]=[CH:7][C:2]=1[N:20]1[CH2:21][CH2:22][N:17]([CH3:16])[CH2:18][CH2:19]1. (3) Given the reactants [CH:1]1[C:10]2[C:5](=[CH:6][CH:7]=[CH:8][CH:9]=2)[CH:4]=[CH:3][C:2]=1[CH2:11][C:12]([OH:14])=O.S(Cl)([Cl:17])=O, predict the reaction product. The product is: [CH:1]1[C:10]2[C:5](=[CH:6][CH:7]=[CH:8][CH:9]=2)[CH:4]=[CH:3][C:2]=1[CH2:11][C:12]([Cl:17])=[O:14]. (4) The product is: [CH3:7][O:8][C:9]1[CH:10]=[C:11](/[CH:12]=[CH:24]/[C:25]([NH:27][C:28]2[CH:36]=[CH:35][CH:34]=[CH:33][C:29]=2[C:30]([OH:32])=[O:31])=[O:26])[CH:14]=[CH:15][C:16]=1[O:17][CH2:18][C:19]#[CH:20]. Given the reactants N1CCCCC1.[CH3:7][O:8][C:9]1[CH:10]=[C:11]([CH:14]=[CH:15][C:16]=1[O:17][CH2:18][C:19]#[CH:20])[CH:12]=O.C([CH2:24][C:25]([NH:27][C:28]1[CH:36]=[CH:35][CH:34]=[CH:33][C:29]=1[C:30]([OH:32])=[O:31])=[O:26])(O)=O, predict the reaction product. (5) Given the reactants [Li]CCCC.[Cl:6][C:7]1[C:8](I)=[C:9]2[CH:15]=[CH:14][N:13]([Si:16]([CH:23]([CH3:25])[CH3:24])([CH:20]([CH3:22])[CH3:21])[CH:17]([CH3:19])[CH3:18])[C:10]2=[N:11][CH:12]=1.[CH2:27]([N:34]1[CH2:39][CH2:38][CH2:37][CH:36]([CH:40]=[O:41])[CH2:35]1)[C:28]1[CH:33]=[CH:32][CH:31]=[CH:30][CH:29]=1, predict the reaction product. The product is: [CH2:27]([N:34]1[CH2:39][CH2:38][CH2:37][CH:36]([CH:40]([C:8]2[C:7]([Cl:6])=[CH:12][N:11]=[C:10]3[N:13]([Si:16]([CH:23]([CH3:25])[CH3:24])([CH:20]([CH3:22])[CH3:21])[CH:17]([CH3:19])[CH3:18])[CH:14]=[CH:15][C:9]=23)[OH:41])[CH2:35]1)[C:28]1[CH:33]=[CH:32][CH:31]=[CH:30][CH:29]=1. (6) Given the reactants [CH2:1]([O:3][C:4](=[O:24])[CH2:5][C:6]1[CH:7]=[N:8][CH:9]=[C:10]([C:12]2[CH:17]=[CH:16][C:15]([C:18]([F:21])([F:20])[F:19])=[CH:14][C:13]=2[CH:22]=O)[CH:11]=1)[CH3:2].[NH2:25][CH2:26][C:27]1[CH:28]=[N:29][C:30]([C:33]([F:36])([F:35])[F:34])=[CH:31][CH:32]=1, predict the reaction product. The product is: [CH2:1]([O:3][C:4](=[O:24])[CH2:5][C:6]1[CH:7]=[N:8][CH:9]=[C:10]([C:12]2[CH:17]=[CH:16][C:15]([C:18]([F:19])([F:20])[F:21])=[CH:14][C:13]=2[CH2:22][NH:25][CH2:26][C:27]2[CH:28]=[N:29][C:30]([C:33]([F:36])([F:34])[F:35])=[CH:31][CH:32]=2)[CH:11]=1)[CH3:2]. (7) Given the reactants [CH2:1]([O:3][P:4]([CH2:9][O:10][CH2:11][C:12]#[C:13][CH2:14]Cl)(=[O:8])[O:5][CH2:6][CH3:7])[CH3:2].[Cl:16][C:17]1[N:25]=[C:24]([NH2:26])[N:23]=[C:22]2[C:18]=1[NH:19][CH:20]=[N:21]2.C(=O)([O-])[O-].[K+].[K+], predict the reaction product. The product is: [CH2:6]([O:5][P:4]([CH2:9][O:10][CH2:11][C:12]#[C:13][CH2:14][N:21]1[CH:20]=[N:19][C:18]2[C:22]1=[N:23][C:24]([NH2:26])=[N:25][C:17]=2[Cl:16])([O:3][CH2:1][CH3:2])=[O:8])[CH3:7].